This data is from Reaction yield outcomes from USPTO patents with 853,638 reactions. The task is: Predict the reaction yield, written as a fraction of the theoretical maximum amount of product (1.0 means a 100% yield; for example, 0.34 means a 34% yield). (1) The reactants are [NH2:1][C:2]1[C:7]([O:8][CH2:9][CH:10]2[CH2:15][CH2:14][N:13]([C:16]3[N:21]=[C:20]([O:22][CH2:23][C:24]4([C:27]#[N:28])[CH2:26][CH2:25]4)[N:19]=[C:18](C(C#N)C#N)[N:17]=3)[CH2:12][CH2:11]2)=[CH:6][C:5]([C:34]2[N:35]=[CH:36][N:37]([CH3:39])[CH:38]=2)=[CH:4][N:3]=1.[F:40][C:41]([F:46])([F:45])[C@@H:42]([NH2:44])[CH3:43].C1C=C(Cl)C=C([C:54](OO)=[O:55])C=1. The catalyst is CC#N.CS(C)=O. The product is [NH2:1][C:2]1[C:7]([O:8][CH2:9][CH:10]2[CH2:11][CH2:12][N:13]([C:16]3[N:21]=[C:20]([O:22][CH2:23][C:24]4([C:27]#[N:28])[CH2:26][CH2:25]4)[N:19]=[C:18]([C:54]([NH:44][C@@H:42]([CH3:43])[C:41]([F:46])([F:45])[F:40])=[O:55])[N:17]=3)[CH2:14][CH2:15]2)=[CH:6][C:5]([C:34]2[N:35]=[CH:36][N:37]([CH3:39])[CH:38]=2)=[CH:4][N:3]=1. The yield is 0.570. (2) The reactants are [NH:1]1[C:9]2[C:4](=[CH:5][CH:6]=[CH:7][CH:8]=2)[C:3]([CH2:10][C:11]#[N:12])=[CH:2]1.CO.[CH:15](=O)[C:16]1[CH:21]=[CH:20][CH:19]=[CH:18][CH:17]=1.C[O-].[Na+]. The catalyst is C(Cl)Cl. The product is [NH:1]1[C:9]2[C:4](=[CH:5][CH:6]=[CH:7][CH:8]=2)[C:3]([C:10](=[CH:15][C:16]2[CH:21]=[CH:20][CH:19]=[CH:18][CH:17]=2)[C:11]#[N:12])=[CH:2]1. The yield is 0.440. (3) The reactants are Br[C:2]1[CH:3]=[C:4]([CH2:7][N:8]([CH3:16])[C:9](=[O:15])[O:10][C:11]([CH3:14])([CH3:13])[CH3:12])[S:5][CH:6]=1.[SH:17][CH2:18][CH2:19][C:20]([O:22][CH2:23][CH:24]([CH2:29][CH3:30])[CH2:25][CH2:26][CH2:27][CH3:28])=[O:21].C(N(C(C)C)C(C)C)C.O. The catalyst is C1(C)C=CC=CC=1.C1C=CC(/C=C/C(/C=C/C2C=CC=CC=2)=O)=CC=1.C1C=CC(/C=C/C(/C=C/C2C=CC=CC=2)=O)=CC=1.C1C=CC(/C=C/C(/C=C/C2C=CC=CC=2)=O)=CC=1.[Pd].[Pd]. The product is [C:11]([O:10][C:9]([N:8]([CH2:7][C:4]1[S:5][CH:6]=[C:2]([S:17][CH2:18][CH2:19][C:20]([O:22][CH2:23][CH:24]([CH2:29][CH3:30])[CH2:25][CH2:26][CH2:27][CH3:28])=[O:21])[CH:3]=1)[CH3:16])=[O:15])([CH3:14])([CH3:13])[CH3:12]. The yield is 0.960. (4) The reactants are C([N:8]1[CH2:16][C:15]2[C:10](=[CH:11][CH:12]=[C:13]([O:17][C:18]3[CH:26]=[CH:25][C:21]([C:22]([NH2:24])=[O:23])=[CH:20][N:19]=3)[CH:14]=2)[CH2:9]1)C1C=CC=CC=1. The catalyst is [Pd].CCO. The product is [CH2:9]1[C:10]2[C:15](=[CH:14][C:13]([O:17][C:18]3[CH:26]=[CH:25][C:21]([C:22]([NH2:24])=[O:23])=[CH:20][N:19]=3)=[CH:12][CH:11]=2)[CH2:16][NH:8]1. The yield is 0.110. (5) The reactants are Br[C:2]1[CH:7]=[CH:6][C:5]([S:8]([NH:11][C:12]2[CH:17]=[CH:16][CH:15]=[C:14]([CH2:18][N:19]([CH3:21])[CH3:20])[CH:13]=2)(=[O:10])=[O:9])=[CH:4][CH:3]=1.[N:22]1[CH:27]=[C:26](B(O)O)[CH:25]=[N:24][CH:23]=1.C([O-])([O-])=O.[Na+].[Na+]. The catalyst is COCCOC.C1C=CC(P(C2C=CC=CC=2)[C-]2C=CC=C2)=CC=1.C1C=CC(P(C2C=CC=CC=2)[C-]2C=CC=C2)=CC=1.Cl[Pd]Cl.[Fe+2]. The product is [CH3:20][N:19]([CH2:18][C:14]1[CH:13]=[C:12]([NH:11][S:8]([C:5]2[CH:6]=[CH:7][C:2]([C:23]3[N:24]=[CH:25][CH:26]=[CH:27][N:22]=3)=[CH:3][CH:4]=2)(=[O:10])=[O:9])[CH:17]=[CH:16][CH:15]=1)[CH3:21]. The yield is 0.100. (6) The product is [ClH:17].[N+:9]([C:4]1[CH:3]=[C:2]([CH3:1])[CH:7]=[CH:6][C:5]=1[NH:8][NH2:12])([O-:11])=[O:10]. The reactants are [CH3:1][C:2]1[CH:7]=[CH:6][C:5]([NH2:8])=[C:4]([N+:9]([O-:11])=[O:10])[CH:3]=1.[N:12]([O-])=O.[Na+].[Sn](Cl)[Cl:17]. The yield is 0.630. The catalyst is Cl.O. (7) The reactants are [CH3:1][O:2][C:3]([NH:5][C@H:6]([C:10]([N:12]1[C@@H:16]([CH3:17])[CH2:15][CH2:14][C@H:13]1[C:18]1[NH:22][C:21]2[C:23]3[C:28]([CH:29]=[CH:30][C:20]=2[N:19]=1)=[CH:27][C:26]1[C:31]2[C:36]([CH2:37][O:38][C:25]=1[CH:24]=3)=[CH:35][C:34]([C:39]1[NH:43][C:42]([C@@H:44]3[CH2:48][C@H:47]([CH2:49][O:50][CH3:51])[CH2:46][N:45]3C(OC(C)(C)C)=O)=[N:41][CH:40]=1)=[CH:33][CH:32]=2)=[O:11])[CH:7]([CH3:9])[CH3:8])=[O:4].[CH3:59][O:60][C@H:61]([CH3:71])[C@H:62]([NH:66][C:67]([O:69][CH3:70])=[O:68])[C:63]([OH:65])=O.CN(C(ON1N=NC2C=CC=NC1=2)=[N+](C)C)C.F[P-](F)(F)(F)(F)F.CN1CCOCC1. The catalyst is Cl.CCO.CN(C=O)C. The product is [CH3:59][O:60][C@@H:61]([CH3:71])[C@H:62]([NH:66][C:67]([O:69][CH3:70])=[O:68])[C:63]([N:45]1[CH2:46][C@@H:47]([CH2:49][O:50][CH3:51])[CH2:48][C@H:44]1[C:42]1[NH:43][C:39]([C:34]2[CH:35]=[C:36]3[CH2:37][O:38][C:25]4[CH:24]=[C:23]5[C:28]([CH:29]=[CH:30][C:20]6[N:19]=[C:18]([C@@H:13]7[CH2:14][CH2:15][C@H:16]([CH3:17])[N:12]7[C:10](=[O:11])[C@@H:6]([NH:5][C:3](=[O:4])[O:2][CH3:1])[CH:7]([CH3:9])[CH3:8])[NH:22][C:21]=65)=[CH:27][C:26]=4[C:31]3=[CH:32][CH:33]=2)=[CH:40][N:41]=1)=[O:65]. The yield is 0.590. (8) The reactants are [OH-].[Na+].[Cl:3][C:4]1[CH:13]=[C:12]([C:14]([NH:16][C@@H:17]([C:19]2[C:28]3[C:23](=[CH:24][CH:25]=[CH:26][CH:27]=3)[CH:22]=[CH:21][CH:20]=2)[CH3:18])=[O:15])[CH:11]=[C:10]([Cl:29])[C:5]=1[C:6]([O:8]C)=[O:7].N1CC2C(=CC=CC=2)C[C@H]1C(O)=O.CO. The catalyst is O.O1CCCC1. The product is [Cl:3][C:4]1[CH:13]=[C:12]([C:14]([NH:16][C@@H:17]([C:19]2[C:28]3[C:23](=[CH:24][CH:25]=[CH:26][CH:27]=3)[CH:22]=[CH:21][CH:20]=2)[CH3:18])=[O:15])[CH:11]=[C:10]([Cl:29])[C:5]=1[C:6]([OH:8])=[O:7]. The yield is 0.890. (9) The catalyst is CCO.C(Cl)Cl.O. The product is [CH2:1]([O:3][C:4]1[C:5]([C:16]([OH:18])=[O:17])=[N:6][N:7]([C:9]2[CH:10]=[CH:11][C:12]([F:15])=[CH:13][CH:14]=2)[CH:8]=1)[CH3:2]. The yield is 0.930. The reactants are [CH2:1]([O:3][C:4]1[C:5]([C:16]([O:18]CC)=[O:17])=[N:6][N:7]([C:9]2[CH:14]=[CH:13][C:12]([F:15])=[CH:11][CH:10]=2)[CH:8]=1)[CH3:2].[OH-].[K+]. (10) The reactants are Cl.Cl.[Cl:3][C:4]1[C:8]([NH:9][CH2:10][CH3:11])=[CH:7][N:6]([C:12]2[CH:13]=[N:14][CH:15]=[CH:16][CH:17]=2)[N:5]=1.C1OC1C.[Cl:22][CH2:23][CH2:24][C:25](Cl)=[O:26]. The catalyst is C(Cl)Cl. The product is [Cl:22][CH2:23][CH2:24][C:25]([N:9]([C:8]1[C:4]([Cl:3])=[N:5][N:6]([C:12]2[CH:13]=[N:14][CH:15]=[CH:16][CH:17]=2)[CH:7]=1)[CH2:10][CH3:11])=[O:26]. The yield is 0.800.